Task: Predict the product of the given reaction.. Dataset: Forward reaction prediction with 1.9M reactions from USPTO patents (1976-2016) (1) Given the reactants COC[O:4][C@@H:5]1[CH2:10][CH2:9][CH2:8][C@H:7]([CH2:11][O:12][CH2:13][C:14]([O:16][C:17]([CH3:20])([CH3:19])[CH3:18])=[O:15])[CH2:6]1.C(=O)=O.[CH3:24][C:25]([CH3:27])=O.C([N-]C(C)C)(C)C.[Li+].C(I)CC.[Cl-].[NH4+], predict the reaction product. The product is: [OH:4][C@@H:5]1[CH2:10][CH2:9][CH2:8][C@H:7]([CH2:11][O:12][CH:13]([CH2:24][CH2:25][CH3:27])[C:14]([O:16][C:17]([CH3:18])([CH3:19])[CH3:20])=[O:15])[CH2:6]1. (2) The product is: [CH3:49][O:50][C:9]1[CH:10]=[CH:11][C:12]([N:15]2[CH2:16][CH2:17][CH:18]([N:21]3[CH2:25][C@@H:24]([O:26][CH2:27][CH2:28][CH3:29])[C@H:23]([NH:30][C:31](=[O:46])[CH2:32][NH:33][C:34](=[O:45])[C:35]4[CH:40]=[CH:39][CH:38]=[C:37]([C:41]([F:44])([F:43])[F:42])[CH:36]=4)[CH2:22]3)[CH2:19][CH2:20]2)=[CH:13][CH:14]=1. Given the reactants N1(C([C:9]2[CH:14]=[CH:13][C:12]([N:15]3[CH2:20][CH2:19][CH:18]([N:21]4[CH2:25][C@@H:24]([O:26][CH2:27][CH2:28][CH3:29])[C@H:23]([NH:30][C:31](=[O:46])[CH2:32][NH:33][C:34](=[O:45])[C:35]5[CH:40]=[CH:39][CH:38]=[C:37]([C:41]([F:44])([F:43])[F:42])[CH:36]=5)[CH2:22]4)[CH2:17][CH2:16]3)=[CH:11][CH:10]=2)=O)CCOCC1.N1(C(C2C=CC(N3CCC(=O)CC3)=CC=2)=O)CC[O:50][CH2:49]C1, predict the reaction product. (3) Given the reactants Br[C:2]1[S:3][CH:4]=[CH:5][N:6]=1.C([Mg]Cl)(C)C.[CH3:12][C:13]([CH3:15])=[O:14], predict the reaction product. The product is: [S:3]1[CH:4]=[CH:5][N:6]=[C:2]1[C:13]([OH:14])([CH3:15])[CH3:12]. (4) Given the reactants [N+:1]([C:4]1[CH:9]=[CH:8][C:7]([C:10](=[NH:13])[NH:11][NH2:12])=[CH:6][CH:5]=1)([O-:3])=[O:2].[F:14][C:15]1([F:24])[C:19]([F:21])([F:20])[C:18](=O)[O:17][C:16]1=[O:23].C(#N)C, predict the reaction product. The product is: [F:14][C:15]([F:24])([C:19]([F:21])([F:20])[C:18]1[NH:12][N:11]=[C:10]([C:7]2[CH:6]=[CH:5][C:4]([N+:1]([O-:3])=[O:2])=[CH:9][CH:8]=2)[N:13]=1)[C:16]([OH:23])=[O:17]. (5) The product is: [C:16]([NH:15][C:11]1[CH:10]=[C:9]([C:21]2[CH:26]=[N:25][CH:24]=[C:23]([NH:27][C:28](=[O:35])[C:29]3[CH:30]=[CH:31][CH:32]=[CH:33][CH:34]=3)[CH:22]=2)[CH:14]=[CH:13][N:12]=1)(=[O:18])[CH3:17]. Given the reactants CC1(C)C(C)(C)OB([C:9]2[CH:14]=[CH:13][N:12]=[C:11]([NH:15][C:16](=[O:18])[CH3:17])[CH:10]=2)O1.Br[C:21]1[CH:22]=[C:23]([NH:27][C:28](=[O:35])[C:29]2[CH:34]=[CH:33][CH:32]=[CH:31][CH:30]=2)[CH:24]=[N:25][CH:26]=1.C(=O)([O-])[O-].[K+].[K+], predict the reaction product. (6) Given the reactants C[O:2][C:3]1[N:4]=[C:5]2[C:10](=[CH:11][CH:12]=1)[N:9]=[CH:8][CH:7]=[C:6]2[C:13]1[CH:14]=[C:15]([S:19]([NH2:22])(=[O:21])=[O:20])[CH:16]=[CH:17][CH:18]=1.[ClH:23], predict the reaction product. The product is: [ClH:23].[OH:2][C:3]1[N:4]=[C:5]2[C:10](=[CH:11][CH:12]=1)[N:9]=[CH:8][CH:7]=[C:6]2[C:13]1[CH:14]=[C:15]([S:19]([NH2:22])(=[O:21])=[O:20])[CH:16]=[CH:17][CH:18]=1. (7) The product is: [NH2:38][C:37]1[N:51]=[C:22]([C:7]2[C:8]([O:12][CH2:13][C:14]3[CH:19]=[CH:18][C:17]([O:20][CH3:21])=[CH:16][CH:15]=3)=[CH:9][CH:10]=[CH:11][C:6]=2[O:5][CH2:4][CH:1]2[CH2:3][CH2:2]2)[CH:23]=[C:29]([C:28]2[CH:31]=[CH:32][C:33]([N+:34]([O-:36])=[O:35])=[C:26]([OH:25])[CH:27]=2)[C:39]=1[C:40]([O:42][C:43]([CH3:46])([CH3:45])[CH3:44])=[O:41]. Given the reactants [CH:1]1([CH2:4][O:5][C:6]2[CH:11]=[CH:10][CH:9]=[C:8]([O:12][CH2:13][C:14]3[CH:19]=[CH:18][C:17]([O:20][CH3:21])=[CH:16][CH:15]=3)[C:7]=2[C:22](=O)[CH3:23])[CH2:3][CH2:2]1.[OH:25][C:26]1[CH:27]=[C:28]([CH:31]=[CH:32][C:33]=1[N+:34]([O-:36])=[O:35])[CH:29]=O.[C:37]([CH2:39][C:40]([O:42][C:43]([CH3:46])([CH3:45])[CH3:44])=[O:41])#[N:38].C([O-])(=O)C.[NH4+:51], predict the reaction product. (8) Given the reactants Cl.[Cl:2][C:3]1[CH:8]=[CH:7][CH:6]=[CH:5][C:4]=1[C:9](=[O:15])[CH2:10][CH2:11][N:12]([CH3:14])C.[Br:16][C:17]1[CH:18]=C([CH:21]=[CH:22][CH:23]=1)N, predict the reaction product. The product is: [Br:16][C:17]1[CH:18]=[C:14]([NH:12][CH2:11][CH2:10][C:9]([C:4]2[CH:5]=[CH:6][CH:7]=[CH:8][C:3]=2[Cl:2])=[O:15])[CH:21]=[CH:22][CH:23]=1. (9) The product is: [CH:1]1([C:4]2[CH:5]=[C:6]([CH3:32])[C:7]([N:10]3[CH2:11][CH2:12][N:13]([C:16]([C:18]4[CH:19]=[CH:20][C:21]([N:24]5[C@H:28]([CH2:29][O:30][CH2:34][CH2:35][O:36][CH3:37])[CH2:27][O:26][C:25]5=[O:31])=[CH:22][CH:23]=4)=[O:17])[CH2:14][CH2:15]3)=[N:8][CH:9]=2)[CH2:2][CH2:3]1. Given the reactants [CH:1]1([C:4]2[CH:5]=[C:6]([CH3:32])[C:7]([N:10]3[CH2:15][CH2:14][N:13]([C:16]([C:18]4[CH:23]=[CH:22][C:21]([N:24]5[C@H:28]([CH2:29][OH:30])[CH2:27][O:26][C:25]5=[O:31])=[CH:20][CH:19]=4)=[O:17])[CH2:12][CH2:11]3)=[N:8][CH:9]=2)[CH2:3][CH2:2]1.Br[CH2:34][CH2:35][O:36][CH3:37], predict the reaction product. (10) The product is: [N:2]1([C:3]2[CH:8]=[CH:7][CH:6]=[CH:5][C:4]=2[OH:9])[CH:12]=[CH:16][CH:15]=[CH:14]1. Given the reactants O.[NH2:2][C:3]1[CH:8]=[CH:7][CH:6]=[CH:5][C:4]=1[OH:9].CO[CH:12]1[CH2:16][CH2:15][CH:14](OC)O1, predict the reaction product.